From a dataset of Reaction yield outcomes from USPTO patents with 853,638 reactions. Predict the reaction yield, written as a fraction of the theoretical maximum amount of product (1.0 means a 100% yield; for example, 0.34 means a 34% yield). (1) The reactants are [OH:1][C:2]1[CH:3]=[C:4]([CH:13]=[CH:14][CH:15]=1)[C:5]([C:7]1[CH:12]=[CH:11][CH:10]=[CH:9][CH:8]=1)=O.[CH:16]([NH2:18])=[O:17]. The catalyst is O. The product is [OH:1][C:2]1[CH:3]=[C:4]([CH:5]([C:7]2[CH:12]=[CH:11][CH:10]=[CH:9][CH:8]=2)[NH:18][CH:16]=[O:17])[CH:13]=[CH:14][CH:15]=1. The yield is 1.18. (2) The product is [Cl:1][C:2]1[CH:7]=[CH:6][C:5]([NH:8][S:9]([C:12]([F:15])([F:14])[F:13])(=[O:11])=[O:10])=[C:4]([C:16](=[N:33][O:32][C:29]2[CH:30]=[CH:31][C:26]([F:25])=[CH:27][CH:28]=2)[CH:18]2[CH2:23][CH2:22][CH2:21][CH2:20][CH2:19]2)[CH:3]=1. The reactants are [Cl:1][C:2]1[CH:7]=[CH:6][C:5]([NH:8][S:9]([C:12]([F:15])([F:14])[F:13])(=[O:11])=[O:10])=[C:4]([C:16]([CH:18]2[CH2:23][CH2:22][CH2:21][CH2:20][CH2:19]2)=O)[CH:3]=1.Cl.[F:25][C:26]1[CH:31]=[CH:30][C:29]([O:32][NH2:33])=[CH:28][CH:27]=1.CC([O-])=O.[Na+]. The yield is 0.380. The catalyst is CCO. (3) The reactants are [CH2:1]=[C:2]([C:4]1[CH:5]=[N:6][C:7]([C:10]([NH:12][C@H:13]2[CH2:17][CH2:16][N:15]([C:18]3[C:19]4[N:20]([CH:24]=[CH:25][CH:26]=4)[CH:21]=[CH:22][N:23]=3)[CH2:14]2)=[O:11])=[N:8][CH:9]=1)[CH3:3]. The catalyst is CO.[Pd]. The product is [CH:2]([C:4]1[CH:9]=[N:8][C:7]([C:10]([NH:12][C@H:13]2[CH2:17][CH2:16][N:15]([C:18]3[C:19]4[N:20]([CH:24]=[CH:25][CH:26]=4)[CH:21]=[CH:22][N:23]=3)[CH2:14]2)=[O:11])=[N:6][CH:5]=1)([CH3:3])[CH3:1]. The yield is 0.530. (4) The reactants are [NH2:1][CH2:2][C:3]([C:6]1[CH:24]=[CH:23][C:9]([C:10]([NH:12][C:13]2[N:14]=[C:15]3[CH:20]=[CH:19][C:18]([Cl:21])=[CH:17][N:16]3[CH:22]=2)=[O:11])=[CH:8][CH:7]=1)([CH3:5])[CH3:4].Cl.[NH:26]1[C:30]([CH2:31][C:32](O)=[O:33])=[CH:29][N:28]=[CH:27]1.CCN=C=NCCCN(C)C.C1C=CC2N(O)N=NC=2C=1.C(N(CC)CC)C. No catalyst specified. The product is [Cl:21][C:18]1[CH:19]=[CH:20][C:15]2[N:16]([CH:22]=[C:13]([NH:12][C:10](=[O:11])[C:9]3[CH:8]=[CH:7][C:6]([C:3]([CH3:4])([CH3:5])[CH2:2][NH:1][C:32](=[O:33])[CH2:31][C:30]4[NH:26][CH:27]=[N:28][CH:29]=4)=[CH:24][CH:23]=3)[N:14]=2)[CH:17]=1. The yield is 0.960. (5) The reactants are [CH3:1][O:2][C:3](=[O:11])[C:4]1[CH:9]=[CH:8][CH:7]=[CH:6][C:5]=1[SH:10].C([O-])([O-])=O.[K+].[K+].[CH2:18](Br)[CH3:19]. The catalyst is CN(C)C=O. The product is [CH3:1][O:2][C:3](=[O:11])[C:4]1[CH:9]=[CH:8][CH:7]=[CH:6][C:5]=1[S:10][CH2:18][CH3:19]. The yield is 0.950. (6) The reactants are CCN(C(C)C)C(C)C.[C:10]([C@:13]([N:19]([CH3:29])[C:20]([C:22]1[CH:27]=[CH:26][C:25]([I:28])=[CH:24][CH:23]=1)=[O:21])([CH3:18])[C:14]([NH:16][CH3:17])=[O:15])([OH:12])=O.[O:30]1[CH2:35][CH2:34][CH2:33][CH2:32][CH:31]1[O:36][NH2:37].CN(C(ON1N=NC2C=CC=NC1=2)=[N+](C)C)C.F[P-](F)(F)(F)(F)F. The catalyst is C(OCC)(=O)C.O.CN(C=O)C. The product is [I:28][C:25]1[CH:26]=[CH:27][C:22]([C:20]([N:19]([CH3:29])[C@:13]([CH3:18])([C:10]([NH:37][O:36][CH:31]2[CH2:32][CH2:33][CH2:34][CH2:35][O:30]2)=[O:12])[C:14]([NH:16][CH3:17])=[O:15])=[O:21])=[CH:23][CH:24]=1. The yield is 0.260.